From a dataset of Full USPTO retrosynthesis dataset with 1.9M reactions from patents (1976-2016). Predict the reactants needed to synthesize the given product. (1) Given the product [CH2:13]([O:20][C:21]1[CH:26]=[CH:25][C:24]([C:2]([OH:1])([C:7]2[CH:8]=[CH:9][CH:10]=[CH:11][CH:12]=2)[C:3]([O:5][CH3:6])=[O:4])=[CH:23][CH:22]=1)[C:14]1[CH:19]=[CH:18][CH:17]=[CH:16][CH:15]=1, predict the reactants needed to synthesize it. The reactants are: [O:1]=[C:2]([C:7]1[CH:12]=[CH:11][CH:10]=[CH:9][CH:8]=1)[C:3]([O:5][CH3:6])=[O:4].[CH2:13]([O:20][C:21]1[CH:26]=[CH:25][C:24]([Mg]Br)=[CH:23][CH:22]=1)[C:14]1[CH:19]=[CH:18][CH:17]=[CH:16][CH:15]=1. (2) Given the product [F:17][C:3]1[CH:2]=[C:1]([CH:7]2[CH2:15][C:14]3[C:9](=[CH:10][CH:11]=[C:12]([OH:16])[CH:13]=3)[CH2:8]2)[CH:6]=[CH:5][CH:4]=1, predict the reactants needed to synthesize it. The reactants are: [C:1]1([CH:7]2[CH2:15][C:14]3[C:9](=[CH:10][CH:11]=[C:12]([OH:16])[CH:13]=3)[CH2:8]2)[CH:6]=[CH:5][CH:4]=[CH:3][CH:2]=1.[F:17]C1C=C(CC(O)=O)C=CC=1. (3) Given the product [C:1]([CH:9]([OH:34])[C@H:10]1[O:14][C@@H:13]([N:15]2[C:31]3[N:30]=[CH:29][N:28]=[C:19]([NH:20][CH2:21][C:22]4[CH:27]=[CH:26][CH:25]=[CH:24][CH:23]=4)[C:18]=3[N:17]=[CH:16]2)[C@H:12]([O:32][C:69](=[O:70])[NH:68][C:62]2[CH:67]=[CH:66][CH:65]=[CH:64][CH:63]=2)[C@@H:11]1[OH:33])(=[O:8])[C:2]1[CH:7]=[CH:6][CH:5]=[CH:4][CH:3]=1.[C:1]([CH:9]([OH:34])[C@H:10]1[O:14][C@@H:13]([N:15]2[C:31]3[N:30]=[CH:29][N:28]=[C:19]([NH:20][CH2:21][C:22]4[CH:27]=[CH:26][CH:25]=[CH:24][CH:23]=4)[C:18]=3[N:17]=[CH:16]2)[C@H:12]([OH:32])[C@@H:11]1[O:33][C:69](=[O:70])[NH:68][C:62]1[CH:67]=[CH:66][CH:65]=[CH:64][CH:63]=1)(=[O:8])[C:2]1[CH:7]=[CH:6][CH:5]=[CH:4][CH:3]=1, predict the reactants needed to synthesize it. The reactants are: [C:1]([CH:9]([OH:34])[C@H:10]1[O:14][C@@H:13]([N:15]2[C:31]3[N:30]=[CH:29][N:28]=[C:19]([NH:20][CH2:21][C:22]4[CH:27]=[CH:26][CH:25]=[CH:24][CH:23]=4)[C:18]=3[N:17]=[CH:16]2)[C@H:12]([OH:32])[C@@H:11]1[OH:33])(=[O:8])[C:2]1[CH:7]=[CH:6][CH:5]=[CH:4][CH:3]=1.CCCC[Sn](O[Sn](CCCC)(CCCC)CCCC)(CCCC)CCCC.[C:62]1([N:68]=[C:69]=[O:70])[CH:67]=[CH:66][CH:65]=[CH:64][CH:63]=1. (4) Given the product [OH:1][CH2:2][C@@H:3]1[NH:7][C:6](=[O:8])[CH:5]([CH:9]([CH3:11])[CH3:10])[CH2:4]1, predict the reactants needed to synthesize it. The reactants are: [OH:1][CH2:2][C@@H:3]1[NH:7][C:6](=[O:8])[C:5](=[C:9]([CH3:11])[CH3:10])[CH2:4]1.CO.